This data is from Full USPTO retrosynthesis dataset with 1.9M reactions from patents (1976-2016). The task is: Predict the reactants needed to synthesize the given product. Given the product [CH:22]1([N:5]2[C:4](=[O:25])[C:3]3[C:8](=[CH:9][CH:10]=[CH:11][C:2]=3[C:30]3[CH:29]=[N:28][N:27]([CH3:26])[CH:31]=3)[N:7]=[C:6]2[C@@H:12]([NH:14][C:15](=[O:21])[O:16][C:17]([CH3:19])([CH3:18])[CH3:20])[CH3:13])[CH2:24][CH2:23]1, predict the reactants needed to synthesize it. The reactants are: Cl[C:2]1[CH:11]=[CH:10][CH:9]=[C:8]2[C:3]=1[C:4](=[O:25])[N:5]([CH:22]1[CH2:24][CH2:23]1)[C:6]([C@@H:12]([NH:14][C:15](=[O:21])[O:16][C:17]([CH3:20])([CH3:19])[CH3:18])[CH3:13])=[N:7]2.[CH3:26][N:27]1[CH:31]=[C:30](B2OC(C)(C)C(C)(C)O2)[CH:29]=[N:28]1.C(Cl)Cl.C([O-])([O-])=O.[Na+].[Na+].